Dataset: Full USPTO retrosynthesis dataset with 1.9M reactions from patents (1976-2016). Task: Predict the reactants needed to synthesize the given product. Given the product [C:1]1([CH:7]([C:11]2[CH:16]=[CH:15][CH:14]=[CH:13][CH:12]=2)[C:8]([NH:17][CH2:18][CH2:19][CH2:20][N:21]2[CH2:26][CH2:25][CH:24]([C:27]3[CH:28]=[C:29]([NH:33][C:34](=[O:39])[C:35]([CH3:37])([CH3:36])[CH3:38])[CH:30]=[CH:31][CH:32]=3)[CH2:23][CH2:22]2)=[O:9])[CH:6]=[CH:5][CH:4]=[CH:3][CH:2]=1, predict the reactants needed to synthesize it. The reactants are: [C:1]1([CH:7]([C:11]2[CH:16]=[CH:15][CH:14]=[CH:13][CH:12]=2)[C:8](Cl)=[O:9])[CH:6]=[CH:5][CH:4]=[CH:3][CH:2]=1.[NH2:17][CH2:18][CH2:19][CH2:20][N:21]1[CH2:26][CH2:25][CH:24]([C:27]2[CH:28]=[C:29]([NH:33][C:34](=[O:39])[C:35]([CH3:38])([CH3:37])[CH3:36])[CH:30]=[CH:31][CH:32]=2)[CH2:23][CH2:22]1.